The task is: Predict the reaction yield, written as a fraction of the theoretical maximum amount of product (1.0 means a 100% yield; for example, 0.34 means a 34% yield).. This data is from Reaction yield outcomes from USPTO patents with 853,638 reactions. (1) The product is [OH:3][CH2:4][C@@H:5]1[CH2:14][N:9]2[CH2:10][CH2:11][N:12]([C:16]3[CH:21]=[CH:20][C:19]([Cl:22])=[CH:18][N:17]=3)[CH2:13][C@@H:8]2[CH2:7][CH2:6]1. The catalyst is C(O)CC(C)C. The yield is 0.590. The reactants are Cl.Cl.[OH:3][CH2:4][C@@H:5]1[CH2:14][N:9]2[CH2:10][CH2:11][NH:12][CH2:13][C@@H:8]2[CH2:7][CH2:6]1.Cl[C:16]1[CH:21]=[CH:20][C:19]([Cl:22])=[CH:18][N:17]=1.C(=O)([O-])[O-].[Na+].[Na+]. (2) The reactants are [N:1]1([C:7]2[CH:8]=[CH:9][C:10]3[N:11]([C:13]([C:16]([F:19])([F:18])[F:17])=[N:14][N:15]=3)[N:12]=2)[CH2:6][CH2:5][NH:4][CH2:3][CH2:2]1.[C:20]([O:24][C:25](=[O:35])[NH:26][C:27]1[CH:32]=[CH:31][C:30]([CH:33]=O)=[CH:29][CH:28]=1)([CH3:23])([CH3:22])[CH3:21]. The catalyst is C(O)(=O)C.ClCCl. The product is [F:19][C:16]([F:17])([F:18])[C:13]1[N:11]2[N:12]=[C:7]([N:1]3[CH2:2][CH2:3][N:4]([CH2:33][C:30]4[CH:29]=[CH:28][C:27]([NH:26][C:25](=[O:35])[O:24][C:20]([CH3:22])([CH3:21])[CH3:23])=[CH:32][CH:31]=4)[CH2:5][CH2:6]3)[CH:8]=[CH:9][C:10]2=[N:15][N:14]=1. The yield is 0.520. (3) The reactants are [Si:1]([O:8][CH2:9][C@@H:10]1[CH:15]=[C:14]([CH2:16][OH:17])[C@H:13]([OH:18])[CH2:12][N:11]1[C:19]([O:21][C:22]([CH3:25])([CH3:24])[CH3:23])=[O:20])([C:4]([CH3:7])([CH3:6])[CH3:5])([CH3:3])[CH3:2].N1C=CC=CC=1.Cl[C:33]([O:35][CH2:36][CH3:37])=[O:34]. The catalyst is ClCCl. The product is [Si:1]([O:8][CH2:9][C@@H:10]1[CH:15]=[C:14]([CH2:16][O:17][C:33]([O:35][CH2:36][CH3:37])=[O:34])[C@H:13]([OH:18])[CH2:12][N:11]1[C:19]([O:21][C:22]([CH3:25])([CH3:24])[CH3:23])=[O:20])([C:4]([CH3:7])([CH3:6])[CH3:5])([CH3:3])[CH3:2]. The yield is 0.890.